Task: Predict which catalyst facilitates the given reaction.. Dataset: Catalyst prediction with 721,799 reactions and 888 catalyst types from USPTO (1) Reactant: [CH:1]1([C:4]2[CH:5]=[C:6]([C:14]#[C:15][Si](C(C)C)(C(C)C)C(C)C)[CH:7]=[CH:8][C:9]=2[O:10][CH:11]([F:13])[F:12])[CH2:3][CH2:2]1.[F-].C([N+](CCCC)(CCCC)CCCC)CCC. Product: [CH:1]1([C:4]2[CH:5]=[C:6]([C:14]#[CH:15])[CH:7]=[CH:8][C:9]=2[O:10][CH:11]([F:12])[F:13])[CH2:3][CH2:2]1. The catalyst class is: 7. (2) Reactant: [CH3:1][CH2:2][O:3][P:4]([O:9][C:10]1[CH:11]=[CH:12][C:13]([N+:16]([O-:18])=[O:17])=[CH:14][CH:15]=1)([O:6][CH2:7][CH3:8])=[O:5]. Product: [P:4]([O:9][CH3:10])([O:6][CH2:7][CH3:8])([O:3][CH2:2][CH3:1])=[O:5].[CH:12]1[C:13]([N+:16]([O-:18])=[O:17])=[CH:14][CH:15]=[C:10]([OH:9])[CH:11]=1. The catalyst class is: 5.